This data is from CYP2C19 inhibition data for predicting drug metabolism from PubChem BioAssay. The task is: Regression/Classification. Given a drug SMILES string, predict its absorption, distribution, metabolism, or excretion properties. Task type varies by dataset: regression for continuous measurements (e.g., permeability, clearance, half-life) or binary classification for categorical outcomes (e.g., BBB penetration, CYP inhibition). Dataset: cyp2c19_veith. (1) The drug is O=C(O)CN(CCN(CC(=O)O)CC(=O)O)CC(=O)O.[Mn]. The result is 0 (non-inhibitor). (2) The molecule is COc1cccc(Nc2ncc3nc(-c4ccc(Cl)cc4)c(=O)n(CCC#N)c3n2)c1. The result is 0 (non-inhibitor).